Dataset: Catalyst prediction with 721,799 reactions and 888 catalyst types from USPTO. Task: Predict which catalyst facilitates the given reaction. Reactant: [H-].[Na+].[OH:3][C:4]1[CH:11]=[CH:10][C:9]([O:12][CH3:13])=[CH:8][C:5]=1[C:6]#[N:7].Br[CH2:15][CH2:16][CH2:17][N:18]1[C:26](=[O:27])[C:25]2[C:20](=[CH:21][CH:22]=[CH:23][CH:24]=2)[C:19]1=[O:28]. Product: [O:28]=[C:19]1[C:20]2[C:25](=[CH:24][CH:23]=[CH:22][CH:21]=2)[C:26](=[O:27])[N:18]1[CH2:17][CH2:16][CH2:15][O:3][C:4]1[CH:11]=[CH:10][C:9]([O:12][CH3:13])=[CH:8][C:5]=1[C:6]#[N:7]. The catalyst class is: 9.